From a dataset of NCI-60 drug combinations with 297,098 pairs across 59 cell lines. Regression. Given two drug SMILES strings and cell line genomic features, predict the synergy score measuring deviation from expected non-interaction effect. (1) Drug 1: COC1=CC(=CC(=C1O)OC)C2C3C(COC3=O)C(C4=CC5=C(C=C24)OCO5)OC6C(C(C7C(O6)COC(O7)C8=CC=CS8)O)O. Drug 2: COC1=C2C(=CC3=C1OC=C3)C=CC(=O)O2. Cell line: ACHN. Synergy scores: CSS=60.9, Synergy_ZIP=2.61, Synergy_Bliss=2.28, Synergy_Loewe=-35.7, Synergy_HSA=1.24. (2) Drug 2: CCC1(C2=C(COC1=O)C(=O)N3CC4=CC5=C(C=CC(=C5CN(C)C)O)N=C4C3=C2)O.Cl. Synergy scores: CSS=42.1, Synergy_ZIP=-13.9, Synergy_Bliss=-6.41, Synergy_Loewe=-3.82, Synergy_HSA=-1.76. Cell line: TK-10. Drug 1: CC1=C2C(C(=O)C3(C(CC4C(C3C(C(C2(C)C)(CC1OC(=O)C(C(C5=CC=CC=C5)NC(=O)OC(C)(C)C)O)O)OC(=O)C6=CC=CC=C6)(CO4)OC(=O)C)O)C)O. (3) Drug 1: CC1C(C(CC(O1)OC2CC(CC3=C2C(=C4C(=C3O)C(=O)C5=C(C4=O)C(=CC=C5)OC)O)(C(=O)C)O)N)O.Cl. Drug 2: C1CCC(CC1)NC(=O)N(CCCl)N=O. Cell line: A549. Synergy scores: CSS=15.6, Synergy_ZIP=-5.43, Synergy_Bliss=-0.399, Synergy_Loewe=-11.1, Synergy_HSA=0.643. (4) Drug 1: C1CCN(CC1)CCOC2=CC=C(C=C2)C(=O)C3=C(SC4=C3C=CC(=C4)O)C5=CC=C(C=C5)O. Synergy scores: CSS=50.8, Synergy_ZIP=5.73, Synergy_Bliss=1.66, Synergy_Loewe=2.03, Synergy_HSA=2.17. Drug 2: CC1C(C(CC(O1)OC2CC(CC3=C2C(=C4C(=C3O)C(=O)C5=C(C4=O)C(=CC=C5)OC)O)(C(=O)CO)O)N)O.Cl. Cell line: NCI-H226. (5) Cell line: CCRF-CEM. Drug 1: CC1=C2C(C(=O)C3(C(CC4C(C3C(C(C2(C)C)(CC1OC(=O)C(C(C5=CC=CC=C5)NC(=O)OC(C)(C)C)O)O)OC(=O)C6=CC=CC=C6)(CO4)OC(=O)C)OC)C)OC. Drug 2: C1=CC=C(C=C1)NC(=O)CCCCCCC(=O)NO. Synergy scores: CSS=75.7, Synergy_ZIP=-0.408, Synergy_Bliss=-0.110, Synergy_Loewe=-21.3, Synergy_HSA=1.43. (6) Synergy scores: CSS=43.6, Synergy_ZIP=-0.180, Synergy_Bliss=1.46, Synergy_Loewe=0.789, Synergy_HSA=3.20. Cell line: A498. Drug 2: COCCOC1=C(C=C2C(=C1)C(=NC=N2)NC3=CC=CC(=C3)C#C)OCCOC.Cl. Drug 1: CC12CCC3C(C1CCC2=O)CC(=C)C4=CC(=O)C=CC34C. (7) Drug 1: C1CN1P(=S)(N2CC2)N3CC3. Drug 2: C1=CC=C(C(=C1)C(C2=CC=C(C=C2)Cl)C(Cl)Cl)Cl. Cell line: SR. Synergy scores: CSS=60.0, Synergy_ZIP=-2.00, Synergy_Bliss=-4.02, Synergy_Loewe=-30.2, Synergy_HSA=-2.91. (8) Drug 2: COCCOC1=C(C=C2C(=C1)C(=NC=N2)NC3=CC=CC(=C3)C#C)OCCOC.Cl. Cell line: CAKI-1. Drug 1: CC=C1C(=O)NC(C(=O)OC2CC(=O)NC(C(=O)NC(CSSCCC=C2)C(=O)N1)C(C)C)C(C)C. Synergy scores: CSS=47.2, Synergy_ZIP=0.210, Synergy_Bliss=2.68, Synergy_Loewe=-9.04, Synergy_HSA=1.12. (9) Drug 1: CC1C(C(CC(O1)OC2CC(CC3=C2C(=C4C(=C3O)C(=O)C5=C(C4=O)C(=CC=C5)OC)O)(C(=O)C)O)N)O.Cl. Drug 2: CNC(=O)C1=NC=CC(=C1)OC2=CC=C(C=C2)NC(=O)NC3=CC(=C(C=C3)Cl)C(F)(F)F. Cell line: HCC-2998. Synergy scores: CSS=16.5, Synergy_ZIP=-1.43, Synergy_Bliss=4.27, Synergy_Loewe=-7.45, Synergy_HSA=-0.152.